This data is from Peptide-MHC class I binding affinity with 185,985 pairs from IEDB/IMGT. The task is: Regression. Given a peptide amino acid sequence and an MHC pseudo amino acid sequence, predict their binding affinity value. This is MHC class I binding data. (1) The peptide sequence is HPGFTLMAAI. The MHC is HLA-B07:02 with pseudo-sequence HLA-B07:02. The binding affinity (normalized) is 0.622. (2) The peptide sequence is YLDMVLAFL. The MHC is HLA-A69:01 with pseudo-sequence HLA-A69:01. The binding affinity (normalized) is 0.0847. (3) The peptide sequence is YVAGITLTH. The MHC is HLA-A02:12 with pseudo-sequence HLA-A02:12. The binding affinity (normalized) is 0.0847.